Dataset: Catalyst prediction with 721,799 reactions and 888 catalyst types from USPTO. Task: Predict which catalyst facilitates the given reaction. (1) Reactant: [Cl:1][C:2]1[CH:7]=[CH:6][C:5]([C:8]2([N:14]3[CH2:19][CH2:18][N:17]([CH2:20][C:21]([O:23]C)=[O:22])[C@H:16]([CH3:25])[CH2:15]3)[CH2:13][CH2:12][CH2:11][CH2:10][CH2:9]2)=[CH:4][CH:3]=1.O[Li].O. Product: [Cl:1][C:2]1[CH:7]=[CH:6][C:5]([C:8]2([N:14]3[CH2:19][CH2:18][N:17]([CH2:20][C:21]([OH:23])=[O:22])[C@H:16]([CH3:25])[CH2:15]3)[CH2:13][CH2:12][CH2:11][CH2:10][CH2:9]2)=[CH:4][CH:3]=1. The catalyst class is: 87. (2) Reactant: Br[C:2]1[CH:3]=[CH:4][C:5]([N:15]([CH2:17][CH:18]([CH3:20])[CH3:19])[CH3:16])=[C:6](/[CH:8]=[CH:9]/[C:10]([O:12][CH2:13][CH3:14])=[O:11])[CH:7]=1.[CH2:21]([O:25][CH2:26][CH2:27][O:28][C:29]1[CH:34]=[CH:33][C:32](OB(O)O)=[CH:31][CH:30]=1)[CH2:22][CH2:23][CH3:24].C(=O)([O-])[O-].[K+].[K+]. Product: [CH2:21]([O:25][CH2:26][CH2:27][O:28][C:29]1[CH:30]=[CH:31][C:32]([C:2]2[CH:3]=[CH:4][C:5]([N:15]([CH2:17][CH:18]([CH3:20])[CH3:19])[CH3:16])=[C:6](/[CH:8]=[CH:9]/[C:10]([O:12][CH2:13][CH3:14])=[O:11])[CH:7]=2)=[CH:33][CH:34]=1)[CH2:22][CH2:23][CH3:24]. The catalyst class is: 460. (3) Reactant: [CH:1]([N:4]1[C:8]([C:9]2[N:18]=[C:17]3[N:11]([CH2:12][CH2:13][O:14][C:15]4[CH:22]=[CH:21][C:20]([S:23][CH:24]5[CH2:29][CH2:28][N:27]([CH:30]([CH3:32])[CH3:31])[CH2:26][CH2:25]5)=[CH:19][C:16]=43)[CH:10]=2)=[N:7][C:6]([CH3:33])=[N:5]1)([CH3:3])[CH3:2].C(O)(C(F)(F)F)=[O:35].C1C=C(Cl)C=C(C(OO)=O)C=1. Product: [CH:1]([N:4]1[C:8]([C:9]2[N:18]=[C:17]3[C:16]4[CH:19]=[C:20]([S:23]([CH:24]5[CH2:29][CH2:28][N:27]([CH:30]([CH3:32])[CH3:31])[CH2:26][CH2:25]5)=[O:35])[CH:21]=[CH:22][C:15]=4[O:14][CH2:13][CH2:12][N:11]3[CH:10]=2)=[N:7][C:6]([CH3:33])=[N:5]1)([CH3:3])[CH3:2]. The catalyst class is: 2. (4) Reactant: [NH2:1][C:2]1[CH:7]=[CH:6][C:5]([N:8]2[CH2:13][CH2:12][S:11](=[O:15])(=[O:14])[CH2:10][CH2:9]2)=[C:4]([F:16])[CH:3]=1.C[Al](C)C.N#N.[NH:23](/[C:27](/[CH3:33])=[CH:28]\[C:29](OC)=[O:30])[C:24]([CH3:26])=O. Product: [O:15]=[S:11]1(=[O:14])[CH2:12][CH2:13][N:8]([C:5]2[CH:6]=[CH:7][C:2]([N:1]3[C:29](=[O:30])[CH:28]=[C:27]([CH3:33])[N:23]=[C:24]3[CH3:26])=[CH:3][C:4]=2[F:16])[CH2:9][CH2:10]1. The catalyst class is: 2. (5) Reactant: [C:1]([C:3]1[N:8]=[CH:7][C:6](C)=[C:5]([CH3:10])[CH:4]=1)#[N:2].[ClH:11].[H][H].[CH3:14]O. Product: [NH2:2][CH2:1][C:3]1[C:4]([CH3:14])=[C:5]([CH3:10])[CH:6]=[CH:7][N:8]=1.[ClH:11]. The catalyst class is: 45. (6) Reactant: [CH3:1][N:2]1[CH2:14][CH2:13][C:12]2[C:11]3[C:6](=[CH:7][CH:8]=[C:9]([CH3:15])[CH:10]=3)[NH:5][C:4]=2[CH2:3]1.[H-].[Na+].[CH3:18][C:19]1([C:22]2[CH:23]=[N:24][CH:25]=[CH:26][CH:27]=2)[CH2:21][O:20]1. Product: [CH3:1][N:2]1[CH2:14][CH2:13][C:12]2[C:11]3[C:6](=[CH:7][CH:8]=[C:9]([CH3:15])[CH:10]=3)[N:5]([CH2:18][C:19]([C:22]3[CH:23]=[N:24][CH:25]=[CH:26][CH:27]=3)([OH:20])[CH3:21])[C:4]=2[CH2:3]1. The catalyst class is: 3.